Dataset: Full USPTO retrosynthesis dataset with 1.9M reactions from patents (1976-2016). Task: Predict the reactants needed to synthesize the given product. (1) Given the product [CH3:2][C:3]1([S:14]([O:13][CH2:6][C:7]2[CH:8]=[CH:9][CH:10]=[CH:11][CH:12]=2)(=[O:15])=[O:16])[CH2:5][CH2:4]1, predict the reactants needed to synthesize it. The reactants are: [Li][CH2:2][CH2:3][CH2:4][CH3:5].[CH2:6]([O:13][S:14](C1CC1)(=[O:16])=[O:15])[C:7]1[CH:12]=[CH:11][CH:10]=[CH:9][CH:8]=1.CI. (2) Given the product [O:40]([CH2:41][C:42]([NH:1][CH2:2][CH2:3][O:4][CH2:5][CH2:6][O:7][CH2:8][CH2:9][NH:10][S:11]([C:14]1[CH:19]=[CH:18][CH:17]=[C:16]([CH:37]2[C:29]3[C:39](=[C:25]([Cl:31])[CH:26]=[C:27]([Cl:30])[CH:28]=3)[CH2:38][N:35]([CH3:33])[CH2:36]2)[CH:15]=1)(=[O:13])=[O:12])=[O:44])[CH2:52][C:53]([NH:1][CH2:2][CH2:3][O:4][CH2:5][CH2:6][O:7][CH2:8][CH2:9][NH:10][S:11]([C:14]1[CH:19]=[CH:18][CH:17]=[C:16]([CH:20]2[C:29]3[C:24](=[C:25]([Cl:31])[CH:26]=[C:27]([Cl:30])[CH:28]=3)[CH2:23][N:22]([CH3:32])[CH2:21]2)[CH:15]=1)(=[O:13])=[O:12])=[O:55], predict the reactants needed to synthesize it. The reactants are: [NH2:1][CH2:2][CH2:3][O:4][CH2:5][CH2:6][O:7][CH2:8][CH2:9][NH:10][S:11]([C:14]1[CH:19]=[CH:18][CH:17]=[C:16]([CH:20]2[C:29]3[C:24](=[C:25]([Cl:31])[CH:26]=[C:27]([Cl:30])[CH:28]=3)[CH2:23][N:22]([CH3:32])[CH2:21]2)[CH:15]=1)(=[O:13])=[O:12].[CH2:33]([N:35]([CH2:38][CH3:39])[CH2:36][CH3:37])C.[O:40]([CH2:52][C:53]([O:55]N1C(=O)CCC1=O)=O)[CH2:41][C:42]([O:44]N1C(=O)CCC1=O)=O. (3) Given the product [CH3:1][O:2][C:3]1[N:8]=[CH:7][C:6]2[C:9](=[O:17])[CH2:10][CH2:11][C:5]=2[CH:4]=1, predict the reactants needed to synthesize it. The reactants are: [CH3:1][O:2][C:3]1[N:8]=[CH:7][C:6]2[C:9](=[O:17])[CH:10](C(OCC)=O)[CH2:11][C:5]=2[CH:4]=1.CC1C=CC(S(O)(=O)=O)=CC=1. (4) Given the product [C:24]([O:23][C:21]([NH:20][C:15]1([C:17]([OH:19])=[O:18])[CH2:16][CH:9]2[NH:8][CH:13]([CH2:12][O:11][CH2:10]2)[CH2:14]1)=[O:22])([CH3:27])([CH3:25])[CH3:26], predict the reactants needed to synthesize it. The reactants are: C([N:8]1[CH:13]2[CH2:14][C:15]([NH:20][C:21]([O:23][C:24]([CH3:27])([CH3:26])[CH3:25])=[O:22])([C:17]([OH:19])=[O:18])[CH2:16][CH:9]1[CH2:10][O:11][CH2:12]2)C1C=CC=CC=1.